Dataset: Forward reaction prediction with 1.9M reactions from USPTO patents (1976-2016). Task: Predict the product of the given reaction. (1) Given the reactants [F:1][C:2]1[CH:34]=[CH:33][C:5]([O:6][C:7]2[CH:28]=[CH:27][C:26]([C:29]([F:32])([F:31])[F:30])=[CH:25][C:8]=2[C:9]([NH:11][C:12]2[CH:24]=[CH:23][C:15]([C:16]([O:18]C(C)(C)C)=[O:17])=[CH:14][CH:13]=2)=[O:10])=[C:4]([CH3:35])[CH:3]=1.C(O)(C(F)(F)F)=O, predict the reaction product. The product is: [F:1][C:2]1[CH:34]=[CH:33][C:5]([O:6][C:7]2[CH:28]=[CH:27][C:26]([C:29]([F:30])([F:31])[F:32])=[CH:25][C:8]=2[C:9]([NH:11][C:12]2[CH:13]=[CH:14][C:15]([C:16]([OH:18])=[O:17])=[CH:23][CH:24]=2)=[O:10])=[C:4]([CH3:35])[CH:3]=1. (2) Given the reactants [Cl-].[Mg+2].[Cl-].C([O-])(=O)CC([O-])=O.[K+].[K+].[Br:13][C:14]1[CH:15]=[C:16]([CH2:20][CH2:21][C:22]([OH:24])=O)[CH:17]=[CH:18][CH:19]=1.C(N1C=CN=C1)(N1C=CN=C1)=O.BrC1C=C(CCC(O)=O)C=CC=1.C(N1C=CN=C1)(N1C=CN=C1)=O.[C:61]([O:67][CH2:68][CH3:69])(=[O:66])[CH2:62]C([O-])=O.[K+], predict the reaction product. The product is: [Br:13][C:14]1[CH:15]=[C:16]([CH2:20][CH2:21][C:22](=[O:24])[CH2:62][C:61]([O:67][CH2:68][CH3:69])=[O:66])[CH:17]=[CH:18][CH:19]=1. (3) Given the reactants [CH3:1][O:2][CH2:3][C:4]([OH:6])=O.[Cl:7][C:8]1[CH:13]=[C:12]([NH:14][C:15]2[C:24]3[C:19](=[CH:20][CH:21]=[CH:22][C:23]=3[O:25][CH2:26][C@@H:27]([NH:29][CH3:30])[CH3:28])[N:18]=[CH:17][N:16]=2)[CH:11]=[CH:10][C:9]=1[OH:31], predict the reaction product. The product is: [Cl:7][C:8]1[CH:13]=[C:12]([NH:14][C:15]2[C:24]3[C:19](=[CH:20][CH:21]=[CH:22][C:23]=3[O:25][CH2:26][C@@H:27]([N:29]([CH3:30])[C:4](=[O:6])[CH2:3][O:2][CH3:1])[CH3:28])[N:18]=[CH:17][N:16]=2)[CH:11]=[CH:10][C:9]=1[OH:31]. (4) Given the reactants Cl[C:2]1[N:7]=[C:6]([NH:8][CH2:9][CH2:10][CH2:11][N:12]2[CH2:17][CH2:16][O:15][CH2:14][CH2:13]2)[C:5]([C:18]#[N:19])=[CH:4][N:3]=1.[O:20]1[CH2:24][CH2:23][CH2:22][CH:21]1[CH2:25][NH:26][S:27]([C:30]1[CH:36]=[CH:35][C:33]([NH2:34])=[CH:32][CH:31]=1)(=[O:29])=[O:28].Cl, predict the reaction product. The product is: [C:18]([C:5]1[C:6]([NH:8][CH2:9][CH2:10][CH2:11][N:12]2[CH2:17][CH2:16][O:15][CH2:14][CH2:13]2)=[N:7][C:2]([NH:34][C:33]2[CH:32]=[CH:31][C:30]([S:27](=[O:29])(=[O:28])[NH:26][CH2:25][CH:21]3[CH2:22][CH2:23][CH2:24][O:20]3)=[CH:36][CH:35]=2)=[N:3][CH:4]=1)#[N:19]. (5) Given the reactants Cl.C([O:4][C:5](=[O:8])[CH2:6][NH2:7])C.C([N:11]([CH2:14][CH3:15])[CH2:12][CH3:13])C.CN(C(ON1N=[N:31][C:26]2[CH:27]=[CH:28][CH:29]=[N:30][C:25]1=2)=[N+](C)C)C.F[P-](F)(F)(F)(F)F.[OH-:40].[Na+].[CH2:42]([OH:44])[CH3:43], predict the reaction product. The product is: [OH:40][C:29]1[C:43]([C:42]([NH:7][CH2:6][C:5]([OH:4])=[O:8])=[O:44])=[C:25]2[C:26](=[CH:27][CH:28]=1)[N:31]=[C:14]([NH:11][CH2:12][C:13]1[CH:29]=[CH:28][CH:27]=[CH:26][CH:25]=1)[CH:15]=[N:30]2. (6) Given the reactants Cl[C:2]1[CH:3]=[C:4]([CH:9]=[C:10]([CH3:12])[N:11]=1)[C:5]([O:7][CH3:8])=O.[CH3:13]COC(C)=O.[NH4+:19].[OH-:20], predict the reaction product. The product is: [C:13]([C:2]1[CH:3]=[C:4]([CH:9]=[C:10]([CH3:12])[N:11]=1)[C:5]([O:7][CH3:8])=[O:20])#[N:19]. (7) Given the reactants [CH:1]([C:4]1[CH:10]=[CH:9][CH:8]=[C:7]([CH:11]([CH3:13])[CH3:12])[C:5]=1[NH2:6])([CH3:3])[CH3:2].[C:14]([C:18]1[CH:23]=[CH:22][CH:21]=[CH:20][CH:19]=1)(=O)[CH2:15][CH3:16].CC1C=CC(S(O)(=O)=O)=CC=1, predict the reaction product. The product is: [CH:11]([C:7]1[CH:8]=[CH:9][CH:10]=[C:4]([CH:1]([CH3:3])[CH3:2])[C:5]=1[N:6]=[C:14]([C:18]1[CH:23]=[CH:22][CH:21]=[CH:20][CH:19]=1)[CH2:15][CH3:16])([CH3:13])[CH3:12]. (8) Given the reactants CS[CH2:3][N:4]1[CH:9]=[CH:8][C:7]([N:10]2[CH:14]=[C:13]([C:15]#[C:16][C:17]3[CH:18]=[C:19]([CH3:23])[CH:20]=[CH:21][CH:22]=3)[N:12]=[C:11]2[CH3:24])=[CH:6][C:5]1=[O:25].S([O-])(O[O-])(=O)=O.[K+].[K+], predict the reaction product. The product is: [CH3:3][N:4]([CH3:9])[C:5](=[O:25])[CH2:3][N:4]1[CH:9]=[CH:8][C:7]([N:10]2[CH:14]=[C:13]([C:15]#[C:16][C:17]3[CH:18]=[C:19]([CH3:23])[CH:20]=[CH:21][CH:22]=3)[N:12]=[C:11]2[CH3:24])=[CH:6][C:5]1=[O:25].